This data is from Catalyst prediction with 721,799 reactions and 888 catalyst types from USPTO. The task is: Predict which catalyst facilitates the given reaction. (1) Reactant: [CH3:1][C:2]1([CH3:9])[CH2:7][C:6](=O)[CH2:5][CH2:4][S:3]1.FC(F)(F)S(O[Si](C)(C)C)(=O)=O.[Br:22][C:23]1[CH:24]=[C:25]2[C:29](=[C:30]([C:32]([O:34][CH2:35][CH3:36])=[O:33])[CH:31]=1)[NH:28][CH:27]=[CH:26]2.C([SiH](CC)CC)C. Product: [Br:22][C:23]1[CH:24]=[C:25]2[C:29](=[C:30]([C:32]([O:34][CH2:35][CH3:36])=[O:33])[CH:31]=1)[NH:28][CH:27]=[C:26]2[CH:6]1[CH2:5][CH2:4][S:3][C:2]([CH3:9])([CH3:1])[CH2:7]1. The catalyst class is: 2. (2) Product: [CH3:1][C:2]1[C:7]([CH3:8])=[CH:6][C:5]([CH3:9])=[CH:4][N+:3]=1[O-:12]. Reactant: [CH3:1][C:2]1[C:7]([CH3:8])=[CH:6][C:5]([CH3:9])=[CH:4][N:3]=1.C(O)(=[O:12])C.OO.S([O-])([O-])=O.[Na+].[Na+].C(=O)([O-])[O-].[Na+].[Na+]. The catalyst class is: 146. (3) Reactant: [F:1][C:2]1[CH:7]=[CH:6][C:5]([NH:8][C:9]([C:11]2[NH:12][C:13]3[C:18]([CH:19]=2)=[CH:17][C:16]([C:20]2[CH:21]=[N:22][CH:23]=[CH:24][CH:25]=2)=[CH:15][CH:14]=3)=[O:10])=[CH:4][CH:3]=1.Br[CH:27]([CH3:29])[CH3:28]. Product: [F:1][C:2]1[CH:3]=[CH:4][C:5]([NH:8][C:9]([C:11]2[NH:12][C:13]3[C:18]([CH:19]=2)=[CH:17][C:16]([CH:20]2[CH2:25][CH2:24][CH2:23][N:22]([CH:27]([CH3:29])[CH3:28])[CH2:21]2)=[CH:15][CH:14]=3)=[O:10])=[CH:6][CH:7]=1. The catalyst class is: 644. (4) Reactant: [N:1]1([C:7]([Cl:9])=[O:8])[CH2:6][CH2:5][O:4][CH2:3][CH2:2]1.[NH2:10][CH2:11][CH2:12][O:13][C:14]1[CH:23]=[CH:22][C:21]2[N:20]=[C:19]([NH2:24])[C:18]3[N:25]=[C:26]([CH2:31][O:32][CH2:33][CH3:34])[N:27]([CH2:28][CH2:29][CH3:30])[C:17]=3[C:16]=2[CH:15]=1.C(N(CC)CC)C.[OH-].[Na+]. Product: [ClH:9].[NH2:24][C:19]1[C:18]2[N:25]=[C:26]([CH2:31][O:32][CH2:33][CH3:34])[N:27]([CH2:28][CH2:29][CH3:30])[C:17]=2[C:16]2[CH:15]=[C:14]([O:13][CH2:12][CH2:11][NH:10][C:7]([N:1]3[CH2:6][CH2:5][O:4][CH2:3][CH2:2]3)=[O:8])[CH:23]=[CH:22][C:21]=2[N:20]=1. The catalyst class is: 4. (5) Reactant: [C:1]([CH2:3][C:4]([N:6]1[CH2:10][CH2:9][CH2:8][C@@H:7]1[CH2:11][N:12]1[C:16]2[CH:17]=[CH:18][C:19]([CH2:21][OH:22])=[CH:20][C:15]=2[N:14]=[C:13]1[NH:23][C:24]([C:26]1[O:30][N:29]=[CH:28][CH:27]=1)=[O:25])=[O:5])#[N:2].CC(OI1(OC(C)=O)(OC(C)=O)OC(=O)C2C=CC=CC1=2)=O.C(Cl)Cl. Product: [C:1]([CH2:3][C:4]([N:6]1[CH2:10][CH2:9][CH2:8][C@@H:7]1[CH2:11][N:12]1[C:16]2[CH:17]=[CH:18][C:19]([CH:21]=[O:22])=[CH:20][C:15]=2[N:14]=[C:13]1[NH:23][C:24]([C:26]1[O:30][N:29]=[CH:28][CH:27]=1)=[O:25])=[O:5])#[N:2]. The catalyst class is: 6. (6) Reactant: Br[CH:2]1[C:8](=O)[CH2:7][C:6]([CH3:11])([CH3:10])[CH2:5][NH:4][C:3]1=[O:12].[Cl:13][CH2:14][CH2:15][CH2:16][O:17][C:18]1[CH:23]=[CH:22][C:21]([C:24](=[S:26])[NH2:25])=[CH:20][CH:19]=1. Product: [Cl:13][CH2:14][CH2:15][CH2:16][O:17][C:18]1[CH:23]=[CH:22][C:21]([C:24]2[S:26][C:2]3[C:3](=[O:12])[NH:4][CH2:5][C:6]([CH3:11])([CH3:10])[CH2:7][C:8]=3[N:25]=2)=[CH:20][CH:19]=1. The catalyst class is: 3. (7) Reactant: C1(O[C:8](=[O:19])[NH:9][C:10]2[N:11]=[CH:12][N:13]([CH:15]3[CH2:18][CH2:17][CH2:16]3)[CH:14]=2)C=CC=CC=1.[NH2:20][C:21]1[CH:30]=[CH:29][CH:28]=[C:27]2[C:22]=1[CH:23]=[CH:24][N:25]=[CH:26]2. Product: [CH:15]1([N:13]2[CH:14]=[C:10]([NH:9][C:8]([NH:20][C:21]3[CH:30]=[CH:29][CH:28]=[C:27]4[C:22]=3[CH:23]=[CH:24][N:25]=[CH:26]4)=[O:19])[N:11]=[CH:12]2)[CH2:16][CH2:17][CH2:18]1. The catalyst class is: 887.